Dataset: Reaction yield outcomes from USPTO patents with 853,638 reactions. Task: Predict the reaction yield, written as a fraction of the theoretical maximum amount of product (1.0 means a 100% yield; for example, 0.34 means a 34% yield). (1) The catalyst is N1C=CC=CC=1. The product is [C:9]([O:7][C:6]1[CH:5]=[CH:4][C:3]([CH3:8])=[CH:2][CH:1]=1)(=[O:16])[C:10]1[CH:15]=[CH:14][CH:13]=[CH:12][CH:11]=1. The reactants are [CH:1]1[C:6]([OH:7])=[CH:5][CH:4]=[C:3]([CH3:8])[CH:2]=1.[C:9](Cl)(=[O:16])[C:10]1[CH:15]=[CH:14][CH:13]=[CH:12][CH:11]=1.Cl. The yield is 0.920. (2) The reactants are [OH:1][C:2]1[CH:10]=[C:9]2[C:5]([CH2:6][CH2:7][C:8]2=[O:11])=[CH:4][CH:3]=1.Br[CH2:13][C:14]1[CH:19]=[CH:18][CH:17]=[CH:16][CH:15]=1.C(=O)([O-])[O-].[Cs+].[Cs+]. The catalyst is CN(C=O)C.CCOC(C)=O. The product is [CH2:13]([O:1][C:2]1[CH:10]=[C:9]2[C:5]([CH2:6][CH2:7][C:8]2=[O:11])=[CH:4][CH:3]=1)[C:14]1[CH:19]=[CH:18][CH:17]=[CH:16][CH:15]=1. The yield is 0.670.